Task: Predict the reactants needed to synthesize the given product.. Dataset: Full USPTO retrosynthesis dataset with 1.9M reactions from patents (1976-2016) (1) Given the product [N:54]1[CH:55]=[CH:56][N:57]=[CH:58][C:53]=1[C:2]1[CH:3]=[CH:4][C:5]([C:8]2([OH:18])[CH2:17][CH2:16][C:11]3([O:15][CH2:14][CH2:13][O:12]3)[CH2:10][CH2:9]2)=[N:6][CH:7]=1, predict the reactants needed to synthesize it. The reactants are: Br[C:2]1[CH:3]=[CH:4][C:5]([C:8]2([OH:18])[CH2:17][CH2:16][C:11]3([O:15][CH2:14][CH2:13][O:12]3)[CH2:10][CH2:9]2)=[N:6][CH:7]=1.C([Mg]Cl)(C)C.C1(P(C2C=CC=CC=2)CCP(C2C=CC=CC=2)C2C=CC=CC=2)C=CC=CC=1.Cl[C:53]1[CH:58]=[N:57][CH:56]=[CH:55][N:54]=1. (2) Given the product [N:21]1([CH2:2][CH2:3][O:4][C:5]2[CH:20]=[CH:19][C:8]3[C:9]([C:12]4[CH:17]=[CH:16][C:15]([Br:18])=[CH:14][CH:13]=4)=[N:10][S:11][C:7]=3[CH:6]=2)[CH2:24][CH2:23][CH2:22]1, predict the reactants needed to synthesize it. The reactants are: Br[CH2:2][CH2:3][O:4][C:5]1[CH:20]=[CH:19][C:8]2[C:9]([C:12]3[CH:17]=[CH:16][C:15]([Br:18])=[CH:14][CH:13]=3)=[N:10][S:11][C:7]=2[CH:6]=1.[NH:21]1[CH2:24][CH2:23][CH2:22]1. (3) Given the product [CH:1]([C:4]1[C:8]([CH2:9][CH2:10][CH2:11][O:12][C:24]2[CH:25]=[C:26]([CH:35]=[CH:36][CH:37]=2)[O:27][C:28]([CH3:34])([CH3:33])[C:29]([OH:31])=[O:30])=[CH:7][N:6]([C:13]2[CH:18]=[CH:17][C:16]([C:19]([F:21])([F:20])[F:22])=[CH:15][N:14]=2)[N:5]=1)([CH3:3])[CH3:2], predict the reactants needed to synthesize it. The reactants are: [CH:1]([C:4]1[C:8]([CH2:9][CH2:10][CH2:11][OH:12])=[CH:7][N:6]([C:13]2[CH:18]=[CH:17][C:16]([C:19]([F:22])([F:21])[F:20])=[CH:15][N:14]=2)[N:5]=1)([CH3:3])[CH3:2].O[C:24]1[CH:25]=[C:26]([CH:35]=[CH:36][CH:37]=1)[O:27][C:28]([CH3:34])([CH3:33])[C:29]([O:31]C)=[O:30].C(P(CCCC)CCCC)CCC.N(C(N1CCCCC1)=O)=NC(N1CCCCC1)=O. (4) Given the product [OH:8][C:9]1[CH:36]=[CH:35][C:34]([O:37][C:38]2[CH:39]=[CH:40][CH:41]=[CH:42][CH:43]=2)=[CH:33][C:10]=1[C:11]([NH:13][C:14]1[CH:26]=[C:25]([C:27]2[CH:32]=[CH:31][CH:30]=[CH:29][CH:28]=2)[CH:24]=[CH:23][C:15]=1[C:16]([OH:18])=[O:17])=[O:12], predict the reactants needed to synthesize it. The reactants are: FC(F)(F)C(O)=O.[OH:8][C:9]1[CH:36]=[CH:35][C:34]([O:37][C:38]2[CH:43]=[CH:42][CH:41]=[CH:40][CH:39]=2)=[CH:33][C:10]=1[C:11]([NH:13][C:14]1[CH:26]=[C:25]([C:27]2[CH:32]=[CH:31][CH:30]=[CH:29][CH:28]=2)[CH:24]=[CH:23][C:15]=1[C:16]([O:18]C(C)(C)C)=[O:17])=[O:12]. (5) The reactants are: B(Br)(Br)Br.[F:5][C:6]([F:27])([F:26])[S:7]([O:10][C:11]1[CH:16]=[CH:15][CH:14]=[C:13]([O:17]C)[C:12]=1[CH2:19][N:20]1[CH2:25][CH2:24][O:23][CH2:22][CH2:21]1)(=[O:9])=[O:8].Cl. Given the product [F:27][C:6]([F:5])([F:26])[S:7]([O:10][C:11]1[CH:16]=[CH:15][CH:14]=[C:13]([OH:17])[C:12]=1[CH2:19][N:20]1[CH2:21][CH2:22][O:23][CH2:24][CH2:25]1)(=[O:9])=[O:8], predict the reactants needed to synthesize it. (6) Given the product [CH3:13][O:8][CH2:7][C@H:5]1[CH2:4][O:3][C:2]([CH3:9])([CH3:1])[O:6]1, predict the reactants needed to synthesize it. The reactants are: [CH3:1][C:2]1([CH3:9])[O:6][C@@H:5]([CH2:7][OH:8])[CH2:4][O:3]1.[H-].[Na+].I[CH3:13]. (7) Given the product [Cl:1][C:2]1[N:6]2[CH:7]=[C:8]([CH:15]([CH3:18])[CH2:16][CH3:17])[CH:9]=[C:10]([C:11]([F:13])([F:12])[F:14])[C:5]2=[N:4][C:3]=1[C:19]([O:21][CH3:22])=[O:20], predict the reactants needed to synthesize it. The reactants are: [Cl:1][C:2]1[N:6]2[CH:7]=[C:8]([C:15]([CH3:18])=[CH:16][CH3:17])[CH:9]=[C:10]([C:11]([F:14])([F:13])[F:12])[C:5]2=[N:4][C:3]=1[C:19]([O:21][CH3:22])=[O:20]. (8) Given the product [NH2:1][C:2]1[N:7]=[C:6]([C:8]2[O:9][CH:10]=[CH:11][CH:12]=2)[C:5]([C:13]#[N:14])=[C:4]([O:26][CH2:25][C:20]2[C:19]([CH3:18])=[CH:24][CH:23]=[CH:22][N:21]=2)[N:3]=1, predict the reactants needed to synthesize it. The reactants are: [NH2:1][C:2]1[N:7]=[C:6]([C:8]2[O:9][CH:10]=[CH:11][CH:12]=2)[C:5]([C:13]#[N:14])=[C:4](S(C)=O)[N:3]=1.[CH3:18][C:19]1[C:20]([CH2:25][OH:26])=[N:21][CH:22]=[CH:23][CH:24]=1.C1CCN2C(=NCCC2)CC1. (9) Given the product [CH3:27][O:26][C:24]([C:23]1[C@H:22]([C:28]2[CH:33]=[CH:32][C:31]([F:34])=[CH:30][C:29]=2[Cl:35])[N:21]=[C:20]([C:36]2[S:37][CH:38]=[CH:39][N:40]=2)[NH:19][C:18]=1[CH2:17][N:16]1[CH:14]2[CH2:15][N:8]([C:6](=[O:5])[CH3:41])[CH2:9][CH:10]1[CH2:11][O:12][CH2:13]2)=[O:25], predict the reactants needed to synthesize it. The reactants are: C([O:5][C:6]([N:8]1[CH2:15][CH:14]2[N:16]([CH2:17][C:18]3[NH:19][C:20]([C:36]4[S:37][CH:38]=[CH:39][N:40]=4)=[N:21][C@@H:22]([C:28]4[CH:33]=[CH:32][C:31]([F:34])=[CH:30][C:29]=4[Cl:35])[C:23]=3[C:24]([O:26][CH3:27])=[O:25])[CH:10]([CH2:11][O:12][CH2:13]2)[CH2:9]1)=O)(C)(C)C.[C:41](O)(C(F)(F)F)=O.C(=O)(O)[O-].[Na+]. (10) Given the product [CH:1]1([NH:4][C:15](=[O:16])[C@@H:14]([OH:18])[C@@H:13]([NH:12][C:10]([O:9][C:5]([CH3:8])([CH3:7])[CH3:6])=[O:11])[CH2:19][CH2:20][CH3:21])[CH2:3][CH2:2]1, predict the reactants needed to synthesize it. The reactants are: [CH:1]1([NH2:4])[CH2:3][CH2:2]1.[C:5]([O:9][C:10]([NH:12][C@@H:13]([CH2:19][CH2:20][CH3:21])[C@H:14]([OH:18])[C:15](O)=[O:16])=[O:11])([CH3:8])([CH3:7])[CH3:6].C1C=C2N=NN(O)C2=CC=1.O.CCN=C=NCCCN(C)C.Cl.